Dataset: Forward reaction prediction with 1.9M reactions from USPTO patents (1976-2016). Task: Predict the product of the given reaction. (1) Given the reactants C[O:2][C:3]([C:5]1[N:6]([CH2:33][C:34]([O:36][C:37]([CH3:40])([CH3:39])[CH3:38])=[O:35])[C:7]([C:16]2[CH:17]=[C:18]3[C:23](=[CH:24][CH:25]=2)[N:22]=[C:21]([C:26]2[S:30][C:29]([CH3:31])=[N:28][C:27]=2[CH3:32])[CH:20]=[CH:19]3)=[C:8]([CH:10]2[CH2:15][CH2:14][CH2:13][CH2:12][CH2:11]2)[CH:9]=1)=[O:4].[OH-].[Na+], predict the reaction product. The product is: [C:37]([O:36][C:34]([CH2:33][N:6]1[C:7]([C:16]2[CH:17]=[C:18]3[C:23](=[CH:24][CH:25]=2)[N:22]=[C:21]([C:26]2[S:30][C:29]([CH3:31])=[N:28][C:27]=2[CH3:32])[CH:20]=[CH:19]3)=[C:8]([CH:10]2[CH2:11][CH2:12][CH2:13][CH2:14][CH2:15]2)[CH:9]=[C:5]1[C:3]([OH:4])=[O:2])=[O:35])([CH3:40])([CH3:38])[CH3:39]. (2) Given the reactants Br[CH2:2][C:3]([C:5]1[CH:10]=[CH:9][C:8]([F:11])=[C:7]([CH3:12])[CH:6]=1)=[O:4].[C:13]([O:17][C:18]([N:20]1[CH2:25][CH2:24][C:23]([OH:29])([C:26]([OH:28])=[O:27])[CH2:22][CH2:21]1)=[O:19])([CH3:16])([CH3:15])[CH3:14].C(N(CC)CC)C, predict the reaction product. The product is: [F:11][C:8]1[CH:9]=[CH:10][C:5]([C:3](=[O:4])[CH2:2][O:28][C:26]([C:23]2([OH:29])[CH2:22][CH2:21][N:20]([C:18]([O:17][C:13]([CH3:15])([CH3:14])[CH3:16])=[O:19])[CH2:25][CH2:24]2)=[O:27])=[CH:6][C:7]=1[CH3:12]. (3) Given the reactants [CH3:1][C:2]1[CH:14]=[C:13]([CH2:15][CH2:16][CH:17]([C:19]2[CH:24]=[CH:23][C:22]([S:25][CH3:26])=[CH:21][CH:20]=2)[OH:18])[CH:12]=[C:11]([CH3:27])[C:3]=1[O:4][C:5]([CH3:10])([CH3:9])[C:6]([OH:8])=[O:7].[CH:28](O)([CH3:30])[CH3:29].O, predict the reaction product. The product is: [CH3:1][C:2]1[CH:14]=[C:13]([CH2:15][CH2:16][CH:17]([C:19]2[CH:24]=[CH:23][C:22]([S:25][CH3:26])=[CH:21][CH:20]=2)[O:18][CH:28]([CH3:30])[CH3:29])[CH:12]=[C:11]([CH3:27])[C:3]=1[O:4][C:5]([CH3:9])([CH3:10])[C:6]([OH:8])=[O:7].